Dataset: Full USPTO retrosynthesis dataset with 1.9M reactions from patents (1976-2016). Task: Predict the reactants needed to synthesize the given product. (1) Given the product [CH3:1][O:2][C:3]1[CH:4]=[CH:5][C:6]([C@H:9]2[CH2:11][C@@H:10]2[CH2:12][O:13][C:14]2[C:19]([C:20]3[N:29]([CH3:28])[NH:30][C:22](=[O:24])[CH:21]=3)=[CH:18][N:17]=[C:16]([CH3:27])[N:15]=2)=[N:7][CH:8]=1, predict the reactants needed to synthesize it. The reactants are: [CH3:1][O:2][C:3]1[CH:4]=[CH:5][C:6]([C@H:9]2[CH2:11][C@@H:10]2[CH2:12][O:13][C:14]2[C:19]([C:20]#[C:21][C:22]([O:24]CC)=O)=[CH:18][N:17]=[C:16]([CH3:27])[N:15]=2)=[N:7][CH:8]=1.[CH3:28][NH:29][NH2:30]. (2) Given the product [CH3:1][O:2][C:3]1[CH:12]=[C:11]([O:13][CH3:14])[CH:10]=[C:9]2[C:4]=1[C:5](=[O:31])[NH:6][C:7]([C:15]1[CH:20]=[CH:19][C:18]([O:21][CH3:22])=[CH:17][C:16]=1[S:23]([CH:24]1[CH2:25][CH2:26][N:27]([CH3:30])[CH2:28][CH2:29]1)=[O:32])=[N:8]2, predict the reactants needed to synthesize it. The reactants are: [CH3:1][O:2][C:3]1[CH:12]=[C:11]([O:13][CH3:14])[CH:10]=[C:9]2[C:4]=1[C:5](=[O:31])[NH:6][C:7]([C:15]1[CH:20]=[CH:19][C:18]([O:21][CH3:22])=[CH:17][C:16]=1[S:23][CH:24]1[CH2:29][CH2:28][N:27]([CH3:30])[CH2:26][CH2:25]1)=[N:8]2.[OH2:32]. (3) Given the product [CH2:1]([N:3]([CH:18]1[CH2:23][CH2:22][N:21]([CH3:24])[CH2:20][CH2:19]1)[C:4]1[C:5]([CH3:17])=[C:6]([CH:10]=[C:11]([C:13]([F:15])([F:16])[F:14])[CH:12]=1)[C:7]([NH:26][CH2:27][C:28]1[C:29](=[O:38])[NH:30][C:31]([CH3:37])=[CH:32][C:33]=1[CH:34]([CH3:35])[CH3:36])=[O:8])[CH3:2], predict the reactants needed to synthesize it. The reactants are: [CH2:1]([N:3]([CH:18]1[CH2:23][CH2:22][N:21]([CH3:24])[CH2:20][CH2:19]1)[C:4]1[C:5]([CH3:17])=[C:6]([CH:10]=[C:11]([C:13]([F:16])([F:15])[F:14])[CH:12]=1)[C:7](O)=[O:8])[CH3:2].Cl.[NH2:26][CH2:27][C:28]1[C:29](=[O:38])[NH:30][C:31]([CH3:37])=[CH:32][C:33]=1[CH:34]([CH3:36])[CH3:35].C1CN([P+](ON2N=NC3C=CC=CC2=3)(N2CCCC2)N2CCCC2)CC1.F[P-](F)(F)(F)(F)F.CCN(C(C)C)C(C)C.